Dataset: Full USPTO retrosynthesis dataset with 1.9M reactions from patents (1976-2016). Task: Predict the reactants needed to synthesize the given product. Given the product [Br:16][C:17]1[CH:18]=[CH:19][C:20]2[O:25][C:8]([C:9]([C:11]3[S:12][CH:13]=[CH:14][CH:15]=3)=[O:10])=[CH:22][C:21]=2[CH:24]=1, predict the reactants needed to synthesize it. The reactants are: C(=O)([O-])[O-].[K+].[K+].Br[CH2:8][C:9]([C:11]1[S:12][CH:13]=[CH:14][CH:15]=1)=[O:10].[Br:16][C:17]1[CH:24]=[C:21]([CH:22]=O)[C:20]([OH:25])=[CH:19][CH:18]=1.